Predict the reactants needed to synthesize the given product. From a dataset of Full USPTO retrosynthesis dataset with 1.9M reactions from patents (1976-2016). (1) Given the product [F:26][C:2]([F:25])([F:1])[C@H:3]([N:12]1[CH2:16][CH2:15][C@H:14]([NH:17][C:18](=[O:24])[O:19][C:20]([CH3:22])([CH3:23])[CH3:21])[CH2:13]1)[C:4]1[CH:9]=[CH:8][C:7]2[N:6]([C:39]([C:36]3[CH:35]=[CH:34][C:33]4[C:38](=[C:29]([O:28][CH3:27])[CH:30]=[CH:31][CH:32]=4)[N:37]=3)=[N:11][N:10]=2)[CH:5]=1, predict the reactants needed to synthesize it. The reactants are: [F:1][C:2]([F:26])([F:25])[C@H:3]([N:12]1[CH2:16][CH2:15][C@H:14]([NH:17][C:18](=[O:24])[O:19][C:20]([CH3:23])([CH3:22])[CH3:21])[CH2:13]1)[C:4]1[CH:5]=[N:6][C:7]([NH:10][NH2:11])=[CH:8][CH:9]=1.[CH3:27][O:28][C:29]1[CH:30]=[CH:31][CH:32]=[C:33]2[C:38]=1[N:37]=[C:36]([CH:39]=O)[CH:35]=[CH:34]2.C(O)(=O)C.C(O)(=O)C.IC1C=CC=CC=1.C(=O)(O)[O-].[Na+]. (2) Given the product [CH3:1][O:2][C:3]1[CH:4]=[C:5]([CH:23]=[CH:24][C:25]=1[O:26][CH3:27])[CH2:6][CH:7]1[C:16]2[C:11](=[CH:12][C:13]([O:21][CH3:22])=[C:14]([O:17][CH:18]([CH3:20])[CH3:19])[CH:15]=2)[CH2:10][CH2:9][N:8]1[CH2:29][C:30]([NH:33][CH:34]1[C:42]2[C:37](=[CH:38][CH:39]=[C:40]([CH3:43])[CH:41]=2)[CH2:36][CH2:35]1)=[O:31], predict the reactants needed to synthesize it. The reactants are: [CH3:1][O:2][C:3]1[CH:4]=[C:5]([CH:23]=[CH:24][C:25]=1[O:26][CH3:27])[CH2:6][CH:7]1[C:16]2[C:11](=[CH:12][C:13]([O:21][CH3:22])=[C:14]([O:17][CH:18]([CH3:20])[CH3:19])[CH:15]=2)[CH2:10][CH2:9][NH:8]1.Br[CH2:29][C:30](Br)=[O:31].[NH2:33][CH:34]1[C:42]2[C:37](=[CH:38][CH:39]=[C:40]([CH3:43])[CH:41]=2)[CH2:36][CH2:35]1. (3) Given the product [CH2:49]([N:54]([CH3:55])[C:2]1[CH:7]=[CH:6][C:5]([CH:8]([C:28]2[CH:33]=[CH:32][C:31]([Cl:34])=[CH:30][CH:29]=2)[N:9]2[CH2:13][CH2:12][C@@H:11]([NH:14][C:15](=[O:27])[C:16]3[CH:21]=[CH:20][C:19]([O:22][C:23]([F:26])([F:25])[F:24])=[CH:18][CH:17]=3)[CH2:10]2)=[CH:4][CH:3]=1)[CH2:48][CH2:43][CH3:42], predict the reactants needed to synthesize it. The reactants are: Cl[C:2]1[CH:7]=[CH:6][C:5]([CH:8]([C:28]2[CH:33]=[CH:32][C:31]([Cl:34])=[CH:30][CH:29]=2)[N:9]2[CH2:13][CH2:12][C@@H:11]([NH:14][C:15](=[O:27])[C:16]3[CH:21]=[CH:20][C:19]([O:22][C:23]([F:26])([F:25])[F:24])=[CH:18][CH:17]=3)[CH2:10]2)=[CH:4][CH:3]=1.C1(P(C2CCCCC2)[C:42]2C=CC=C[C:43]=2[C:48]2C=CC=C[C:49]=2[N:54](C)[CH3:55])CCCCC1.C(NC)CCC.C[Si]([N-][Si](C)(C)C)(C)C.[Li+].O1CCCC1. (4) Given the product [CH3:16][O:15][C:10]1[CH:11]=[C:12]2[C:7](=[CH:8][CH:9]=1)[C:6]1=[CH:17][C:2]([NH:26][CH2:25][C:24]3[CH:27]=[CH:28][C:21]([O:20][CH3:19])=[CH:22][CH:23]=3)=[N:3][C:4](=[O:18])[N:5]1[CH2:14][CH2:13]2, predict the reactants needed to synthesize it. The reactants are: Cl[C:2]1[CH:17]=[C:6]2[C:7]3[C:12]([CH2:13][CH2:14][N:5]2[C:4](=[O:18])[N:3]=1)=[CH:11][C:10]([O:15][CH3:16])=[CH:9][CH:8]=3.[CH3:19][O:20][C:21]1[CH:28]=[CH:27][C:24]([CH2:25][NH2:26])=[CH:23][CH:22]=1. (5) Given the product [Cl:14][C:11]1[CH:12]=[CH:13][C:8]([C:5]2[CH:6]=[CH:7][C:2]([NH2:1])=[C:3]([C:15]3[NH:19][N:18]=[N:17][N:16]=3)[CH:4]=2)=[CH:9][CH:10]=1, predict the reactants needed to synthesize it. The reactants are: [NH2:1][C:2]1[CH:7]=[CH:6][C:5]([C:8]2[CH:13]=[CH:12][C:11]([Cl:14])=[CH:10][CH:9]=2)=[CH:4][C:3]=1[C:15]#[N:16].[N-:17]=[N+:18]=[N-:19].[Na+].Cl.O. (6) Given the product [Cl:39][C:5]1([C:28]2[CH:33]=[CH:32][CH:31]=[CH:30][C:29]=2[O:34][CH3:35])[C:4]2[C:8](=[CH:9][CH:10]=[C:2]([Cl:1])[CH:3]=2)[N:7]([S:11]([C:14]2[CH:19]=[CH:18][C:17]([O:20][CH3:21])=[CH:16][C:15]=2[O:22][C:23]([F:24])([F:26])[F:25])(=[O:13])=[O:12])[C:6]1=[O:27], predict the reactants needed to synthesize it. The reactants are: [Cl:1][C:2]1[CH:3]=[C:4]2[C:8](=[CH:9][CH:10]=1)[N:7]([S:11]([C:14]1[CH:19]=[CH:18][C:17]([O:20][CH3:21])=[CH:16][C:15]=1[O:22][C:23]([F:26])([F:25])[F:24])(=[O:13])=[O:12])[C:6](=[O:27])[C:5]2(O)[C:28]1[CH:33]=[CH:32][CH:31]=[CH:30][C:29]=1[O:34][CH3:35].S(Cl)([Cl:39])=O. (7) Given the product [I:47][CH2:3][CH:2]([CH3:1])[CH:5]([O:15][Si:16]([CH2:21][CH3:22])([CH2:19][CH3:20])[CH2:17][CH3:18])[C:6]([CH3:14])=[CH:7][C:8]1[N:9]=[C:10]([CH3:13])[S:11][CH:12]=1, predict the reactants needed to synthesize it. The reactants are: [CH3:1][CH:2]([CH:5]([O:15][Si:16]([CH2:21][CH3:22])([CH2:19][CH3:20])[CH2:17][CH3:18])[C:6]([CH3:14])=[CH:7][C:8]1[N:9]=[C:10]([CH3:13])[S:11][CH:12]=1)[CH2:3]O.N1C=CN=C1.C1(P(C2C=CC=CC=2)C2C=CC=CC=2)C=CC=CC=1.[I:47]I.